Dataset: Forward reaction prediction with 1.9M reactions from USPTO patents (1976-2016). Task: Predict the product of the given reaction. The product is: [CH:10](=[N:9][N:8]([C:2]1[CH:3]=[CH:4][CH:5]=[CH:6][CH:7]=1)[C:27]([O:29][CH3:30])=[O:28])[C:11]1[CH:16]=[CH:15][CH:14]=[CH:13][CH:12]=1. Given the reactants [Li].[C:2]1([NH:8][N:9]=[CH:10][C:11]2[CH:16]=[CH:15][CH:14]=[CH:13][CH:12]=2)[CH:7]=[CH:6][CH:5]=[CH:4][CH:3]=1.C(Cl)CCCCCCC.Cl[C:27]([O:29][CH3:30])=[O:28], predict the reaction product.